From a dataset of Peptide-MHC class II binding affinity with 134,281 pairs from IEDB. Regression. Given a peptide amino acid sequence and an MHC pseudo amino acid sequence, predict their binding affinity value. This is MHC class II binding data. (1) The peptide sequence is VASLLTTAEVVVTEI. The MHC is DRB5_0101 with pseudo-sequence DRB5_0101. The binding affinity (normalized) is 0. (2) The peptide sequence is SQDLELVWNLNGLQAY. The MHC is DRB1_1302 with pseudo-sequence DRB1_1302. The binding affinity (normalized) is 0.588.